Dataset: Full USPTO retrosynthesis dataset with 1.9M reactions from patents (1976-2016). Task: Predict the reactants needed to synthesize the given product. (1) Given the product [Br:11][C:12]1[CH:13]=[C:14]([C:17](=[O:19])[CH2:18][C:28](=[O:27])[C:29]([F:33])([F:32])[CH2:30][CH3:31])[O:15][CH:16]=1, predict the reactants needed to synthesize it. The reactants are: C[Si](C)(C)[N-][Si](C)(C)C.[Li+].[Br:11][C:12]1[CH:13]=[C:14]([C:17](=[O:19])[CH3:18])[O:15][CH:16]=1.C([O:27][C:28](=O)[C:29]([F:33])([F:32])[CH2:30][CH3:31])C1C=CC=CC=1. (2) Given the product [NH2:8][C:9]1[N:14]=[C:13]([CH3:15])[N:12]=[C:11]([C:16]2[CH:17]=[C:18]([C:32]([N:34]3[CH2:35][CH2:36][CH:37]([OH:40])[CH2:38][CH2:39]3)=[O:33])[CH:19]=[N:20][C:21]=2[NH:22][C:23]2[CH:24]=[N:25][C:26]([O:30][CH3:31])=[C:27]([F:29])[CH:28]=2)[N:10]=1, predict the reactants needed to synthesize it. The reactants are: COC1C=CC(C[N:8](CC2C=CC(OC)=CC=2)[C:9]2[N:14]=[C:13]([CH3:15])[N:12]=[C:11]([C:16]3[CH:17]=[C:18]([C:32]([N:34]4[CH2:39][CH2:38][CH:37]([OH:40])[CH2:36][CH2:35]4)=[O:33])[CH:19]=[N:20][C:21]=3[NH:22][C:23]3[CH:24]=[N:25][C:26]([O:30][CH3:31])=[C:27]([F:29])[CH:28]=3)[N:10]=2)=CC=1.